This data is from Catalyst prediction with 721,799 reactions and 888 catalyst types from USPTO. The task is: Predict which catalyst facilitates the given reaction. (1) Reactant: [Cl:1][C:2]1[CH:7]=[C:6]([C:8]2[C:12]([N:13]3[CH2:18][CH2:17][NH:16][CH2:15][CH2:14]3)=[CH:11][NH:10][N:9]=2)[C:5]([OH:19])=[CH:4][C:3]=1[OH:20].C(=O)([O-])[O-].[Cs+].[Cs+].Br[CH2:28][CH2:29][OH:30]. Product: [Cl:1][C:2]1[CH:7]=[C:6]([C:8]2[C:12]([N:13]3[CH2:18][CH2:17][N:16]([CH2:28][CH2:29][OH:30])[CH2:15][CH2:14]3)=[CH:11][NH:10][N:9]=2)[C:5]([OH:19])=[CH:4][C:3]=1[OH:20]. The catalyst class is: 9. (2) Reactant: C([O:3][C:4](=[O:30])[C:5]([CH3:29])([CH3:28])[CH2:6][NH:7][C:8]1[N:13]=[C:12]([NH:14][C:15]2[N:20]=[CH:19][C:18]3[N:21]=[C:22]([CH3:27])[N:23]([CH:24]([CH3:26])[CH3:25])[C:17]=3[CH:16]=2)[CH:11]=[CH:10][N:9]=1)C. Product: [CH:24]([N:23]1[C:17]2[CH:16]=[C:15]([NH:14][C:12]3[CH:11]=[CH:10][N:9]=[C:8]([NH:7][CH2:6][C:5]([CH3:28])([CH3:29])[C:4]([OH:30])=[O:3])[N:13]=3)[N:20]=[CH:19][C:18]=2[N:21]=[C:22]1[CH3:27])([CH3:26])[CH3:25]. The catalyst class is: 33.